From a dataset of Reaction yield outcomes from USPTO patents with 853,638 reactions. Predict the reaction yield, written as a fraction of the theoretical maximum amount of product (1.0 means a 100% yield; for example, 0.34 means a 34% yield). (1) The reactants are [CH3:1][O:2][C:3]1[CH:4]=[C:5]([C:13](=[O:15])[CH3:14])[CH:6]=[C:7]([O:11][CH3:12])[C:8]=1[O:9][CH3:10].[OH-].[Na+].[S:18]1[C:22]([C:23]2[C:24]([O:33][CH3:34])=[CH:25][C:26]([O:31][CH3:32])=[C:27]([CH:30]=2)[CH:28]=O)=[CH:21][C:20]2[CH:35]=[CH:36][CH:37]=[CH:38][C:19]1=2. The catalyst is C(O)C. The product is [S:18]1[C:22]([C:23]2[C:24]([O:33][CH3:34])=[CH:25][C:26]([O:31][CH3:32])=[C:27]([CH:28]=[CH:14][C:13]([C:5]3[CH:6]=[C:7]([O:11][CH3:12])[C:8]([O:9][CH3:10])=[C:3]([O:2][CH3:1])[CH:4]=3)=[O:15])[CH:30]=2)=[CH:21][C:20]2[CH:35]=[CH:36][CH:37]=[CH:38][C:19]1=2. The yield is 0.920. (2) The reactants are CCOC(/N=N/C(OCC)=O)=O.C1(P(C2C=CC=CC=2)C2C=CC=CC=2)C=CC=CC=1.[C:32]([O:36][C:37]([NH:39][C@H:40]([C:43]([OH:45])=[O:44])[CH2:41]O)=[O:38])([CH3:35])([CH3:34])[CH3:33]. The catalyst is C1COCC1.C(#N)C. The product is [C:32]([O:36][C:37]([NH:39][C@H:40]1[CH2:41][O:45][C:43]1=[O:44])=[O:38])([CH3:33])([CH3:34])[CH3:35]. The yield is 0.730. (3) The reactants are [Cl:1][C:2]1[CH:9]=[CH:8][C:5]([C:6]#[N:7])=[C:4](F)[CH:3]=1.[CH2:11]([C:14]1[CH:15]=[C:16]([CH:19]=[CH:20][C:21]=1[OH:22])[CH:17]=[O:18])[CH:12]=[CH2:13].[F-].[K+].[OH-].[Na+]. The catalyst is CN(C=O)C. The yield is 0.150. The product is [CH2:11]([C:14]1[CH:15]=[C:16]([CH:17]=[O:18])[CH:19]=[CH:20][C:21]=1[O:22][C:4]1[CH:3]=[C:2]([Cl:1])[CH:9]=[CH:8][C:5]=1[C:6]#[N:7])[CH:12]=[CH2:13]. (4) The yield is 0.950. The reactants are C[O:2][C:3](=[O:33])[CH2:4][C:5]1[C:14]([CH3:15])=[C:13]([C:16]2[CH:21]=[CH:20][C:19]([NH:22][C:23]([NH:25][C:26]3[CH:31]=[CH:30][CH:29]=[CH:28][CH:27]=3)=[O:24])=[CH:18][CH:17]=2)[C:12]2[C:7](=[CH:8][CH:9]=[C:10]([Cl:32])[CH:11]=2)[CH:6]=1.[OH-].[Na+]. The catalyst is C(O)C.C1COCC1. The product is [Cl:32][C:10]1[CH:11]=[C:12]2[C:7](=[CH:8][CH:9]=1)[CH:6]=[C:5]([CH2:4][C:3]([OH:33])=[O:2])[C:14]([CH3:15])=[C:13]2[C:16]1[CH:21]=[CH:20][C:19]([NH:22][C:23]([NH:25][C:26]2[CH:27]=[CH:28][CH:29]=[CH:30][CH:31]=2)=[O:24])=[CH:18][CH:17]=1. (5) The reactants are CN(C(ON1N=NC2C=CC=NC1=2)=[N+](C)C)C.F[P-](F)(F)(F)(F)F.[CH3:25][O:26][CH2:27][C@@H:28]([O:30][C:31]1[CH:32]=[C:33]([CH:37]=[C:38]([O:40][C:41]2[CH:46]=[CH:45][C:44]([S:47]([CH3:50])(=[O:49])=[O:48])=[CH:43][CH:42]=2)[CH:39]=1)[C:34](O)=[O:35])[CH3:29].CCN(C(C)C)C(C)C.[NH2:60][C:61]1[CH:65]=[C:64]([CH3:66])[N:63]([C:67]([O:69][C:70]([CH3:73])([CH3:72])[CH3:71])=[O:68])[N:62]=1. The catalyst is C(=O)([O-])O.[Na+].C(OCC)(=O)C.CN(C=O)C. The product is [CH3:25][O:26][CH2:27][C@@H:28]([O:30][C:31]1[CH:32]=[C:33]([CH:37]=[C:38]([O:40][C:41]2[CH:42]=[CH:43][C:44]([S:47]([CH3:50])(=[O:48])=[O:49])=[CH:45][CH:46]=2)[CH:39]=1)[C:34]([NH:60][C:61]1[CH:65]=[C:64]([CH3:66])[N:63]([C:67]([O:69][C:70]([CH3:73])([CH3:72])[CH3:71])=[O:68])[N:62]=1)=[O:35])[CH3:29]. The yield is 0.850. (6) The reactants are [Si]([O:8][C@H:9]([CH3:34])[C@@H:10]([NH:24][C:25]1[CH:32]=[CH:31][C:28]([C:29]#[N:30])=[C:27]([Cl:33])[CH:26]=1)[C:11]1[O:12][C:13]([C:16]2[CH:21]=[CH:20][C:19]([C:22]#[N:23])=[CH:18][CH:17]=2)=[N:14][N:15]=1)(C(C)(C)C)(C)C.CCCC[N+](CCCC)(CCCC)CCCC.[F-]. The yield is 1.00. The product is [Cl:33][C:27]1[CH:26]=[C:25]([NH:24][C@@H:10]([C:11]2[O:12][C:13]([C:16]3[CH:17]=[CH:18][C:19]([C:22]#[N:23])=[CH:20][CH:21]=3)=[N:14][N:15]=2)[C@H:9]([OH:8])[CH3:34])[CH:32]=[CH:31][C:28]=1[C:29]#[N:30]. The catalyst is C1COCC1. (7) The reactants are C[O:2][CH2:3][CH2:4][NH:5][C:6]1[C:7]([C:11]2[N:15]([C:16]3[CH:21]=[CH:20][CH:19]=[C:18]([C:22]([F:25])([F:24])[F:23])[CH:17]=3)[C:14](=[O:26])[O:13][N:12]=2)=[N:8][O:9][N:10]=1.B(Br)(Br)Br.C(=O)(O)[O-].[Na+].C(OCC)(=O)C. The catalyst is ClCCl.O. The product is [OH:2][CH2:3][CH2:4][NH:5][C:6]1[C:7]([C:11]2[N:15]([C:16]3[CH:21]=[CH:20][CH:19]=[C:18]([C:22]([F:24])([F:23])[F:25])[CH:17]=3)[C:14](=[O:26])[O:13][N:12]=2)=[N:8][O:9][N:10]=1. The yield is 0.810.